This data is from Forward reaction prediction with 1.9M reactions from USPTO patents (1976-2016). The task is: Predict the product of the given reaction. Given the reactants B(O)(O)[C@H:2]1N(C([C@@H](N)C(C)C)=O)CCC1.CS(O)(=O)=O.[S:21]1[CH:25]=[CH:24][C:23]2[C:26]([O:30][CH2:31][CH2:32][C:33]3[N:34]=[C:35]([C:39]4[CH:44]=[CH:43][CH:42]=[CH:41][CH:40]=4)[O:36][C:37]=3[CH3:38])=[CH:27][CH:28]=[CH:29][C:22]1=2.[BrH:45].O1CCCOO1, predict the reaction product. The product is: [Br:45][CH2:2][C:29]1[C:22]2[S:21][CH:25]=[CH:24][C:23]=2[C:26]([O:30][CH2:31][CH2:32][C:33]2[N:34]=[C:35]([C:39]3[CH:44]=[CH:43][CH:42]=[CH:41][CH:40]=3)[O:36][C:37]=2[CH3:38])=[CH:27][CH:28]=1.